From a dataset of Reaction yield outcomes from USPTO patents with 853,638 reactions. Predict the reaction yield, written as a fraction of the theoretical maximum amount of product (1.0 means a 100% yield; for example, 0.34 means a 34% yield). (1) The yield is 0.850. The product is [CH3:14][C:15]1[O:5][C:4](=[O:6])[C:3]2[C:7]([N+:11]([O-:13])=[O:12])=[CH:8][CH:9]=[CH:10][C:2]=2[N:1]=1. The reactants are [NH2:1][C:2]1[CH:10]=[CH:9][CH:8]=[C:7]([N+:11]([O-:13])=[O:12])[C:3]=1[C:4]([OH:6])=[O:5].[C:14](OC(=O)C)(=O)[CH3:15]. No catalyst specified. (2) The reactants are [C:1]([Si:5]([CH3:14])([CH3:13])[O:6][CH2:7][CH2:8][CH2:9][CH2:10][CH2:11][OH:12])([CH3:4])([CH3:3])[CH3:2].[N+:15]([C:18]1[CH:25]=[CH:24][CH:23]=[C:22]([N+]([O-])=O)[C:19]=1[C:20]#[N:21])([O-:17])=[O:16]. No catalyst specified. The product is [Si:5]([O:6][CH2:7][CH2:8][CH2:9][CH2:10][CH2:11][O:12][C:22]1[CH:23]=[CH:24][CH:25]=[C:18]([N+:15]([O-:17])=[O:16])[C:19]=1[C:20]#[N:21])([C:1]([CH3:4])([CH3:3])[CH3:2])([CH3:14])[CH3:13]. The yield is 0.460. (3) The reactants are [NH:1]1[CH2:4][CH2:3][C:2]1=[O:5].I[C:7]1[CH:8]=[C:9]([CH3:14])[CH:10]=[C:11]([CH3:13])[CH:12]=1. No catalyst specified. The product is [CH3:14][C:9]1[CH:8]=[C:7]([N:1]2[CH2:4][CH2:3][C:2]2=[O:5])[CH:12]=[C:11]([CH3:13])[CH:10]=1. The yield is 0.950. (4) The reactants are [N+:1]([C:4]1[CH:9]=[CH:8][CH:7]=[C:6]([CH2:10][CH:11]=[CH2:12])[C:5]=1[OH:13])([O-:3])=[O:2].Br[CH2:15][C:16]#[C:17][CH3:18].C([O-])([O-])=O.[K+].[K+]. The catalyst is CC(C)=O. The product is [CH2:15]([O:13][C:5]1[C:6]([CH2:10][CH:11]=[CH2:12])=[CH:7][CH:8]=[CH:9][C:4]=1[N+:1]([O-:3])=[O:2])[C:16]#[C:17][CH3:18]. The yield is 0.990. (5) The reactants are Cl.[Cl:2][C:3]1[CH:4]=[C:5]([NH:11][C@H:12]([CH2:18][NH:19][CH2:20][CH3:21])[CH2:13][C:14](OC)=[O:15])[CH:6]=[CH:7][C:8]=1[C:9]#[N:10].O.C(=O)(O)[O-].[Na+]. The catalyst is C(OCC)(=O)C. The product is [Cl:2][C:3]1[CH:4]=[C:5]([NH:11][C@H:12]2[CH2:13][C:14](=[O:15])[N:19]([CH2:20][CH3:21])[CH2:18]2)[CH:6]=[CH:7][C:8]=1[C:9]#[N:10]. The yield is 0.840.